Dataset: Full USPTO retrosynthesis dataset with 1.9M reactions from patents (1976-2016). Task: Predict the reactants needed to synthesize the given product. (1) The reactants are: [Cl:1][C:2]1[CH:18]=[CH:17][C:5]([CH2:6][NH:7][C:8]([NH:10][N:11]([CH2:13][C:14]([OH:16])=O)[CH3:12])=[O:9])=[CH:4][CH:3]=1.[NH2:19][C@H:20]([C:29]([N:31]([C@@H:43]([CH3:51])[CH:44]([O:48][CH2:49][CH3:50])[O:45][CH2:46][CH3:47])[CH2:32][C:33]1[CH:34]=[CH:35][CH:36]=[C:37]2[C:42]=1[N:41]=[CH:40][CH:39]=[CH:38]2)=[O:30])[CH2:21][C:22]([O:24][C:25]([CH3:28])([CH3:27])[CH3:26])=[O:23]. Given the product [Cl:1][C:2]1[CH:3]=[CH:4][C:5]([CH2:6][NH:7][C:8]([NH:10][N:11]([CH2:13][C:14]([NH:19][C@H:20]([C:29]([N:31]([C@@H:43]([CH3:51])[CH:44]([O:48][CH2:49][CH3:50])[O:45][CH2:46][CH3:47])[CH2:32][C:33]2[CH:34]=[CH:35][CH:36]=[C:37]3[C:42]=2[N:41]=[CH:40][CH:39]=[CH:38]3)=[O:30])[CH2:21][C:22]([O:24][C:25]([CH3:26])([CH3:28])[CH3:27])=[O:23])=[O:16])[CH3:12])=[O:9])=[CH:17][CH:18]=1, predict the reactants needed to synthesize it. (2) Given the product [CH3:33][O:34][C:2]1[CH:7]=[CH:6][N:5]=[CH:4][C:3]=1[S:8]([N:11]1[CH2:32][CH2:31][C:14]2([C:18](=[O:19])[N:17]([C:20]3[CH:25]=[CH:24][C:23]([O:26][C:27]([F:30])([F:29])[F:28])=[CH:22][CH:21]=3)[CH2:16][CH2:15]2)[CH2:13][CH2:12]1)(=[O:10])=[O:9], predict the reactants needed to synthesize it. The reactants are: Cl[C:2]1[CH:7]=[CH:6][N:5]=[CH:4][C:3]=1[S:8]([N:11]1[CH2:32][CH2:31][C:14]2([C:18](=[O:19])[N:17]([C:20]3[CH:25]=[CH:24][C:23]([O:26][C:27]([F:30])([F:29])[F:28])=[CH:22][CH:21]=3)[CH2:16][CH2:15]2)[CH2:13][CH2:12]1)(=[O:10])=[O:9].[CH3:33][O-:34].[Na+]. (3) Given the product [Br:11][CH2:8][C:7]([C:3]1[CH:2]=[C:1]([CH3:10])[CH:6]=[CH:5][CH:4]=1)=[O:9], predict the reactants needed to synthesize it. The reactants are: [C:1]1([CH3:10])[CH:6]=[CH:5][CH:4]=[C:3]([C:7](=[O:9])[CH3:8])[CH:2]=1.[Br:11]Br.CCOCC. (4) Given the product [ClH:32].[F:1][C:2]1[CH:3]=[CH:4][C:5]([CH2:8][CH2:9][N:10]2[CH2:15][CH2:14][N:13]([C:16]3[CH:21]=[CH:20][C:19]4[C:22]5[CH2:23][N:24]([CH3:30])[CH2:25][CH2:26][CH2:27][C:28]=5[O:29][C:18]=4[CH:17]=3)[C:12](=[O:31])[CH2:11]2)=[N:6][CH:7]=1, predict the reactants needed to synthesize it. The reactants are: [F:1][C:2]1[CH:3]=[CH:4][C:5]([CH2:8][CH2:9][N:10]2[CH2:15][CH2:14][N:13]([C:16]3[CH:21]=[CH:20][C:19]4[C:22]5[CH2:23][N:24]([CH3:30])[CH2:25][CH2:26][CH2:27][C:28]=5[O:29][C:18]=4[CH:17]=3)[C:12](=[O:31])[CH2:11]2)=[N:6][CH:7]=1.[ClH:32].CCOCC. (5) Given the product [CH3:25][C:5]1[C:6]([NH:8][CH:9]2[C:13]3([CH2:17][CH2:16][CH2:15][CH2:14]3)[CH2:12][N:11]([C:18]([O:20][C:21]([CH3:24])([CH3:23])[CH3:22])=[O:19])[CH2:10]2)=[N:7][C:2]([NH:32][C:30]2[CH:29]=[N:28][N:27]([CH3:26])[CH:31]=2)=[N:3][CH:4]=1, predict the reactants needed to synthesize it. The reactants are: Cl[C:2]1[N:7]=[C:6]([NH:8][CH:9]2[C:13]3([CH2:17][CH2:16][CH2:15][CH2:14]3)[CH2:12][N:11]([C:18]([O:20][C:21]([CH3:24])([CH3:23])[CH3:22])=[O:19])[CH2:10]2)[C:5]([CH3:25])=[CH:4][N:3]=1.[CH3:26][N:27]1[CH:31]=[C:30]([NH2:32])[CH:29]=[N:28]1.CCN(C(C)C)C(C)C. (6) Given the product [F:10][C:11]1[CH:16]=[CH:15][C:14]([C:2]2[NH:3][CH:4]=[C:5]([N+:7]([O-:9])=[O:8])[CH:6]=2)=[CH:13][CH:12]=1, predict the reactants needed to synthesize it. The reactants are: Br[C:2]1[NH:3][CH:4]=[C:5]([N+:7]([O-:9])=[O:8])[CH:6]=1.[F:10][C:11]1[CH:16]=[CH:15][C:14](B(O)O)=[CH:13][CH:12]=1. (7) Given the product [C:17]([O:16][C:14]([CH2:13][CH:10]1[CH2:9][CH2:8][CH:7]([CH:5]([CH3:6])[C:4]([OH:21])=[O:3])[CH2:12][CH2:11]1)=[O:15])([CH3:20])([CH3:18])[CH3:19], predict the reactants needed to synthesize it. The reactants are: C([O:3][C:4](=[O:21])[CH:5]([CH:7]1[CH2:12][CH2:11][CH:10]([CH2:13][C:14]([O:16][C:17]([CH3:20])([CH3:19])[CH3:18])=[O:15])[CH2:9][CH2:8]1)[CH3:6])C.[OH-].[Na+].